Dataset: Peptide-MHC class I binding affinity with 185,985 pairs from IEDB/IMGT. Task: Regression. Given a peptide amino acid sequence and an MHC pseudo amino acid sequence, predict their binding affinity value. This is MHC class I binding data. (1) The peptide sequence is PFARLLNLS. The MHC is HLA-A02:01 with pseudo-sequence HLA-A02:01. The binding affinity (normalized) is 0. (2) The peptide sequence is FPQPQLPY. The MHC is HLA-B54:01 with pseudo-sequence HLA-B54:01. The binding affinity (normalized) is 0.